Dataset: Full USPTO retrosynthesis dataset with 1.9M reactions from patents (1976-2016). Task: Predict the reactants needed to synthesize the given product. Given the product [CH2:1]([O:3][C:4]([C:6]1[C:10]([N+:11]([O-:13])=[O:12])=[CH:9][N:8]([CH2:15][CH:16]2[CH2:18][CH2:17]2)[N:7]=1)=[O:5])[CH3:2], predict the reactants needed to synthesize it. The reactants are: [CH2:1]([O:3][C:4]([C:6]1[C:10]([N+:11]([O-:13])=[O:12])=[CH:9][NH:8][N:7]=1)=[O:5])[CH3:2].Br[CH2:15][CH:16]1[CH2:18][CH2:17]1.